From a dataset of TCR-epitope binding with 47,182 pairs between 192 epitopes and 23,139 TCRs. Binary Classification. Given a T-cell receptor sequence (or CDR3 region) and an epitope sequence, predict whether binding occurs between them. The epitope is KAYNVTQAF. The TCR CDR3 sequence is CASSQDSLGTDTQYF. Result: 1 (the TCR binds to the epitope).